This data is from NCI-60 drug combinations with 297,098 pairs across 59 cell lines. The task is: Regression. Given two drug SMILES strings and cell line genomic features, predict the synergy score measuring deviation from expected non-interaction effect. (1) Drug 1: CC1=C(C(=CC=C1)Cl)NC(=O)C2=CN=C(S2)NC3=CC(=NC(=N3)C)N4CCN(CC4)CCO. Drug 2: C(CN)CNCCSP(=O)(O)O. Cell line: COLO 205. Synergy scores: CSS=-1.05, Synergy_ZIP=0.135, Synergy_Bliss=-0.570, Synergy_Loewe=0.672, Synergy_HSA=-1.97. (2) Drug 1: C1C(C(OC1N2C=NC3=C2NC=NCC3O)CO)O. Drug 2: COCCOC1=C(C=C2C(=C1)C(=NC=N2)NC3=CC=CC(=C3)C#C)OCCOC.Cl. Cell line: NCI/ADR-RES. Synergy scores: CSS=3.01, Synergy_ZIP=-1.72, Synergy_Bliss=-1.92, Synergy_Loewe=-1.45, Synergy_HSA=-2.15. (3) Drug 1: CC1OCC2C(O1)C(C(C(O2)OC3C4COC(=O)C4C(C5=CC6=C(C=C35)OCO6)C7=CC(=C(C(=C7)OC)O)OC)O)O. Drug 2: C1CCC(C(C1)N)N.C(=O)(C(=O)[O-])[O-].[Pt+4]. Cell line: A498. Synergy scores: CSS=29.7, Synergy_ZIP=-12.3, Synergy_Bliss=-3.36, Synergy_Loewe=-0.699, Synergy_HSA=1.21. (4) Drug 1: C1=CC(=CC=C1CC(C(=O)O)N)N(CCCl)CCCl.Cl. Drug 2: CC(C)NC(=O)C1=CC=C(C=C1)CNNC.Cl. Cell line: A549. Synergy scores: CSS=31.8, Synergy_ZIP=-5.75, Synergy_Bliss=2.64, Synergy_Loewe=-11.6, Synergy_HSA=-0.804. (5) Drug 1: C1=CC(=CC=C1C#N)C(C2=CC=C(C=C2)C#N)N3C=NC=N3. Drug 2: CC1=C2C(C(=O)C3(C(CC4C(C3C(C(C2(C)C)(CC1OC(=O)C(C(C5=CC=CC=C5)NC(=O)OC(C)(C)C)O)O)OC(=O)C6=CC=CC=C6)(CO4)OC(=O)C)O)C)O. Cell line: SN12C. Synergy scores: CSS=-2.05, Synergy_ZIP=3.32, Synergy_Bliss=3.18, Synergy_Loewe=-5.00, Synergy_HSA=-7.58. (6) Drug 1: C1C(C(OC1N2C=NC(=NC2=O)N)CO)O. Drug 2: CC12CCC3C(C1CCC2OP(=O)(O)O)CCC4=C3C=CC(=C4)OC(=O)N(CCCl)CCCl.[Na+]. Cell line: OVCAR-4. Synergy scores: CSS=12.7, Synergy_ZIP=-2.96, Synergy_Bliss=-0.692, Synergy_Loewe=-3.51, Synergy_HSA=-0.369. (7) Drug 1: CC(C)(C#N)C1=CC(=CC(=C1)CN2C=NC=N2)C(C)(C)C#N. Drug 2: CCC1=C2CN3C(=CC4=C(C3=O)COC(=O)C4(CC)O)C2=NC5=C1C=C(C=C5)O. Cell line: IGROV1. Synergy scores: CSS=16.1, Synergy_ZIP=-3.33, Synergy_Bliss=1.45, Synergy_Loewe=-23.5, Synergy_HSA=0.573.